This data is from CYP2C9 inhibition data for predicting drug metabolism from PubChem BioAssay. The task is: Regression/Classification. Given a drug SMILES string, predict its absorption, distribution, metabolism, or excretion properties. Task type varies by dataset: regression for continuous measurements (e.g., permeability, clearance, half-life) or binary classification for categorical outcomes (e.g., BBB penetration, CYP inhibition). Dataset: cyp2c9_veith. (1) The result is 0 (non-inhibitor). The compound is O=S(=O)(c1ccccc1)N1CCC2(CC1)CN(Cc1nccs1)C2. (2) The compound is c1ccc2c(NC3CC3)nc(-c3ccoc3)nc2c1. The result is 0 (non-inhibitor). (3) The molecule is COc1ccc(C(NC(=O)c2ccc(-c3ccccc3)cc2)c2ccccc2)cc1. The result is 0 (non-inhibitor). (4) The molecule is COc1ccc(NC(=O)N2CC[C@@]3(CCCNC3)C2)cc1. The result is 0 (non-inhibitor). (5) The result is 0 (non-inhibitor). The compound is O=c1c(C=Nc2ccc(Cl)cc2)c[nH]n1-c1cccc(Cl)n1. (6) The molecule is Cn1c(=O)n2n(c1=O)[C@H]1[C@H](O)[C@H]3O[C@@H]3/C(=N/OCc3ccccc3)[C@@H]1CC2. The result is 0 (non-inhibitor). (7) The molecule is C[C@@](N)(/C=C\c1ccccc1)C(=O)O. The result is 0 (non-inhibitor).